Dataset: Forward reaction prediction with 1.9M reactions from USPTO patents (1976-2016). Task: Predict the product of the given reaction. Given the reactants [C:1]([C:5]1[CH:25]=[CH:24][C:8]([CH2:9][NH:10][C:11]([C:13]2[C:14]([CH3:23])=[N:15][C:16]3[C:21]([CH:22]=2)=[CH:20][CH:19]=[CH:18][N:17]=3)=[O:12])=[CH:7][CH:6]=1)([CH3:4])([CH3:3])[CH3:2].[CH3:26][Mg]Br, predict the reaction product. The product is: [C:1]([C:5]1[CH:6]=[CH:7][C:8]([CH2:9][NH:10][C:11]([C:13]2[C:14]([CH3:23])=[N:15][C:16]3[C:21]([C:22]=2[CH3:26])=[CH:20][CH:19]=[CH:18][N:17]=3)=[O:12])=[CH:24][CH:25]=1)([CH3:4])([CH3:2])[CH3:3].